Dataset: Full USPTO retrosynthesis dataset with 1.9M reactions from patents (1976-2016). Task: Predict the reactants needed to synthesize the given product. (1) Given the product [Cl:41][C:40]1[CH:39]=[CH:38][CH:37]=[C:36]([Cl:42])[C:35]=1[CH2:34][O:23][C:20]1[CH:21]=[CH:22][C:17]([C:2]2([OH:1])[CH2:7][CH2:6][N:5]([CH2:8][CH2:9][C:10]([O:12][C:13]([CH3:16])([CH3:14])[CH3:15])=[O:11])[CH2:4][CH2:3]2)=[C:18]([CH2:24][OH:25])[CH:19]=1, predict the reactants needed to synthesize it. The reactants are: [OH:1][C:2]1([C:17]2[CH:22]=[CH:21][C:20]([OH:23])=[CH:19][C:18]=2[CH2:24][OH:25])[CH2:7][CH2:6][N:5]([CH2:8][CH2:9][C:10]([O:12][C:13]([CH3:16])([CH3:15])[CH3:14])=[O:11])[CH2:4][CH2:3]1.C([O-])([O-])=O.[K+].[K+].BrC[CH2:34][C:35]1[C:40]([Cl:41])=[CH:39][CH:38]=[CH:37][C:36]=1[Cl:42]. (2) Given the product [F:24][C:2]([F:23])([F:1])[C:3]1[CH:22]=[CH:21][C:6]([C:7]([N:9]2[CH2:10][CH2:11][N:12]([CH2:15][C:16]([NH:25][NH2:26])=[O:18])[CH2:13][CH2:14]2)=[O:8])=[CH:5][CH:4]=1, predict the reactants needed to synthesize it. The reactants are: [F:1][C:2]([F:24])([F:23])[C:3]1[CH:22]=[CH:21][C:6]([C:7]([N:9]2[CH2:14][CH2:13][N:12]([CH2:15][C:16]([O:18]CC)=O)[CH2:11][CH2:10]2)=[O:8])=[CH:5][CH:4]=1.[NH2:25][NH2:26]. (3) Given the product [N:1]12[CH2:28][CH2:27][CH2:26][C@@H:25]1[C:24](=[O:29])[O:23][CH2:22][CH2:21][CH2:20][CH2:19][CH2:18][CH2:17][CH2:16][CH2:15][O:14][C:13](=[O:30])[C@@H:12]1[N:8]([CH2:9][CH2:10][CH2:11]1)[C:7](=[O:31])[CH2:6][CH2:5][CH2:4][CH2:3][C:2]2=[O:32], predict the reactants needed to synthesize it. The reactants are: [N:1]12[CH2:28][CH2:27][CH2:26][C@@H:25]1[C:24](=[O:29])[O:23][CH2:22][CH2:21][CH2:20][CH:19]=[CH:18][CH2:17][CH2:16][CH2:15][O:14][C:13](=[O:30])[C@@H:12]1[N:8]([CH2:9][CH2:10][CH2:11]1)[C:7](=[O:31])[CH2:6][CH2:5][CH2:4][CH2:3][C:2]2=[O:32]. (4) The reactants are: [CH2:1]([C:3]1[CH:4]=[C:5]([CH2:11][C@@H:12]([NH:16][C:17]([N:19]2[CH2:24][CH2:23][CH:22]([N:25]3[CH2:31][CH2:30][C:29]4[CH:32]=[CH:33][CH:34]=[CH:35][C:28]=4[NH:27][C:26]3=[O:36])[CH2:21][CH2:20]2)=[O:18])[C:13](O)=[O:14])[CH:6]=[CH:7][C:8]=1[CH2:9][CH3:10])[CH3:2].CN(C(ON1N=NC2C=CC=CC1=2)=[N+](C)C)C.[B-](F)(F)(F)F.C(N(C(C)C)C(C)C)C.C([N:75]1[CH2:80][CH2:79][N:78]([CH:81]2[CH2:86][CH2:85][NH:84][CH2:83][CH2:82]2)[CH2:77][CH2:76]1)C1C=CC=CC=1. Given the product [CH2:1]([C:3]1[CH:4]=[C:5]([CH:6]=[CH:7][C:8]=1[CH2:9][CH3:10])[CH2:11][C@@H:12]([NH:16][C:17]([N:19]1[CH2:20][CH2:21][CH:22]([N:25]2[CH2:31][CH2:30][C:29]3[CH:32]=[CH:33][CH:34]=[CH:35][C:28]=3[NH:27][C:26]2=[O:36])[CH2:23][CH2:24]1)=[O:18])[C:13](=[O:14])[N:84]1[CH2:85][CH2:86][CH:81]([N:78]2[CH2:79][CH2:80][NH:75][CH2:76][CH2:77]2)[CH2:82][CH2:83]1)[CH3:2], predict the reactants needed to synthesize it. (5) Given the product [NH2:7][CH2:8][CH2:9][C@H:10]([N:12]1[CH2:13][CH2:14][CH:15]([N:18]([C:19]2[CH:20]=[CH:21][C:22]([O:25][Si:26]([C:29]([CH3:30])([CH3:32])[CH3:31])([CH3:27])[CH3:28])=[CH:23][CH:24]=2)[CH2:41][C:36]2[CH:37]=[N:38][CH:39]=[CH:40][C:35]=2[CH3:34])[CH2:16][CH2:17]1)[CH3:11], predict the reactants needed to synthesize it. The reactants are: C(OC(=O)[NH:7][CH2:8][CH2:9][C@H:10]([N:12]1[CH2:17][CH2:16][CH:15]([NH:18][C:19]2[CH:24]=[CH:23][C:22]([O:25][Si:26]([C:29]([CH3:32])([CH3:31])[CH3:30])([CH3:28])[CH3:27])=[CH:21][CH:20]=2)[CH2:14][CH2:13]1)[CH3:11])(C)(C)C.[CH3:34][C:35]1[CH:40]=[CH:39][N:38]=[CH:37][C:36]=1[CH:41]=O. (6) Given the product [CH:27]1([CH2:26][O:16][C:13]2[CH:14]=[C:15]3[C:7]([C:5]4[CH:4]=[N:3][N:2]([CH3:1])[CH:6]=4)=[CH:8][N:9]([CH2:17][O:18][CH2:19][CH2:20][Si:21]([CH3:24])([CH3:23])[CH3:22])[C:10]3=[N:11][CH:12]=2)[CH2:29][CH2:28]1, predict the reactants needed to synthesize it. The reactants are: [CH3:1][N:2]1[CH:6]=[C:5]([C:7]2[C:15]3[C:10](=[N:11][CH:12]=[C:13]([OH:16])[CH:14]=3)[N:9]([CH2:17][O:18][CH2:19][CH2:20][Si:21]([CH3:24])([CH3:23])[CH3:22])[CH:8]=2)[CH:4]=[N:3]1.Br[CH2:26][CH:27]1[CH2:29][CH2:28]1.C([O-])([O-])=O.[K+].[K+]. (7) Given the product [CH:1]1([CH:4]([C:6]2[CH:11]=[CH:10][C:9]([F:12])=[CH:8][CH:7]=2)[C:27]2[C:21]3[C:22](=[N:23][CH:24]=[C:19]([C:18]4[C:14]([CH3:13])=[N:15][O:16][C:17]=4[CH3:28])[CH:20]=3)[NH:25][CH:26]=2)[CH2:3][CH2:2]1, predict the reactants needed to synthesize it. The reactants are: [CH:1]1([CH:4]([C:6]2[CH:11]=[CH:10][C:9]([F:12])=[CH:8][CH:7]=2)O)[CH2:3][CH2:2]1.[CH3:13][C:14]1[C:18]([C:19]2[CH:20]=[C:21]3[CH:27]=[CH:26][NH:25][C:22]3=[N:23][CH:24]=2)=[C:17]([CH3:28])[O:16][N:15]=1.FC(F)(F)C(O)=O.C(=O)([O-])[O-].[K+].[K+].